From a dataset of Full USPTO retrosynthesis dataset with 1.9M reactions from patents (1976-2016). Predict the reactants needed to synthesize the given product. (1) The reactants are: [F:1][C:2]1[CH:10]=[CH:9][C:5]([C:6]([OH:8])=O)=[CH:4][CH:3]=1.Cl.Cl.[N:13]1([C@H:18]2[CH2:22][CH2:21][NH:20][CH2:19]2)[CH2:17][CH2:16][CH2:15][CH2:14]1.C(N(CC)CC)C.C(N=C=NCCCN(C)C)C.ON1C2C=CC=CC=2N=N1. Given the product [N:13]1([C@H:18]2[CH2:22][CH2:21][N:20]([C:6]([C:5]3[CH:4]=[CH:3][C:2]([F:1])=[CH:10][CH:9]=3)=[O:8])[CH2:19]2)[CH2:17][CH2:16][CH2:15][CH2:14]1, predict the reactants needed to synthesize it. (2) Given the product [Br:1][C:2]1[CH:3]=[C:4]([CH2:8][O:9][CH2:11][C:12]2[CH:17]=[CH:16][C:15]([B:18]([OH:20])[OH:19])=[CH:14][CH:13]=2)[CH:5]=[CH:6][CH:7]=1, predict the reactants needed to synthesize it. The reactants are: [Br:1][C:2]1[CH:3]=[C:4]([CH2:8][OH:9])[CH:5]=[CH:6][CH:7]=1.O[CH2:11][C:12]1[CH:17]=[CH:16][C:15]([B:18]([OH:20])[OH:19])=[CH:14][CH:13]=1. (3) Given the product [C:16]([N:1]1[CH2:6][CH2:5][CH2:4][CH:3]([CH2:7][OH:8])[CH2:2]1)([O:18][C:19]([CH3:22])([CH3:21])[CH3:20])=[O:17], predict the reactants needed to synthesize it. The reactants are: [NH:1]1[CH2:6][CH2:5][CH2:4][CH:3]([CH2:7][OH:8])[CH2:2]1.CCN(CC)CC.[C:16](O[C:16]([O:18][C:19]([CH3:22])([CH3:21])[CH3:20])=[O:17])([O:18][C:19]([CH3:22])([CH3:21])[CH3:20])=[O:17].C(OCC)(=O)C.